Dataset: Full USPTO retrosynthesis dataset with 1.9M reactions from patents (1976-2016). Task: Predict the reactants needed to synthesize the given product. Given the product [Cl:1][C:2]1[CH:3]=[C:4]2[C:9](=[CH:10][CH:11]=1)[CH:8]=[C:7]([S:12]([NH:15][C@H:16]1[CH2:20][CH2:19][N:18]([C@H:21]([CH3:25])[C:22]([N:49]3[CH2:54][CH2:53][O:52][CH2:51][CH2:50]3)=[O:24])[C:17]1=[O:26])(=[O:13])=[O:14])[CH:6]=[CH:5]2, predict the reactants needed to synthesize it. The reactants are: [Cl:1][C:2]1[CH:3]=[C:4]2[C:9](=[CH:10][CH:11]=1)[CH:8]=[C:7]([S:12]([NH:15][C@H:16]1[CH2:20][CH2:19][N:18]([C@H:21]([CH3:25])[C:22]([OH:24])=O)[C:17]1=[O:26])(=[O:14])=[O:13])[CH:6]=[CH:5]2.Cl.CN(C)CCCN=C=NCC.C1C=CC2N(O)N=NC=2C=1.[NH:49]1[CH2:54][CH2:53][O:52][CH2:51][CH2:50]1.